This data is from Catalyst prediction with 721,799 reactions and 888 catalyst types from USPTO. The task is: Predict which catalyst facilitates the given reaction. (1) Reactant: [Si:1]([O:8][CH2:9][C@H:10]([OH:30])[C@H:11]([NH:22][C:23](=[O:29])[O:24][C:25]([CH3:28])([CH3:27])[CH3:26])[C:12]1[CH:17]=[CH:16][C:15]([C:18]([F:21])([F:20])[F:19])=[CH:14][CH:13]=1)([C:4]([CH3:7])([CH3:6])[CH3:5])([CH3:3])[CH3:2].[CH3:31][S:32](Cl)(=[O:34])=[O:33]. Product: [CH3:31][S:32]([O:30][C@@H:10]([CH2:9][O:8][Si:1]([C:4]([CH3:7])([CH3:6])[CH3:5])([CH3:3])[CH3:2])[C@H:11]([NH:22][C:23]([O:24][C:25]([CH3:28])([CH3:27])[CH3:26])=[O:29])[C:12]1[CH:13]=[CH:14][C:15]([C:18]([F:21])([F:19])[F:20])=[CH:16][CH:17]=1)(=[O:34])=[O:33]. The catalyst class is: 172. (2) Reactant: C([O:5][C:6](=[O:28])[CH2:7][CH:8]1[CH2:17][C:16]2[C:11](=[CH:12][CH:13]=[CH:14][CH:15]=2)[N:10](CC2C=CC(OC)=CC=2)[C:9]1=[O:27])(C)(C)C. Product: [O:27]=[C:9]1[CH:8]([CH2:7][C:6]([OH:28])=[O:5])[CH2:17][C:16]2[C:11](=[CH:12][CH:13]=[CH:14][CH:15]=2)[NH:10]1. The catalyst class is: 67. (3) Reactant: [CH2:1]([O:3][C:4]1[CH:23]=[CH:22][CH:21]=[CH:20][C:5]=1[O:6][C@@H:7]1[CH2:12][CH2:11][CH2:10][N:9](C(OC(C)(C)C)=O)[CH2:8]1)[CH3:2].FC(F)(F)C(O)=O. Product: [CH2:1]([O:3][C:4]1[CH:23]=[CH:22][CH:21]=[CH:20][C:5]=1[O:6][C@@H:7]1[CH2:12][CH2:11][CH2:10][NH:9][CH2:8]1)[CH3:2]. The catalyst class is: 2. (4) Reactant: [NH2:1][CH2:2][C@H:3]1[CH2:8][CH2:7][C@H:6]([CH2:9][NH:10][C:11](=[O:17])[O:12][C:13]([CH3:16])([CH3:15])[CH3:14])[CH2:5][CH2:4]1.CCN(C(C)C)C(C)C.CN(C(ON1N=NC2C=CC=CC1=2)=[N+](C)C)C.[B-](F)(F)(F)F.[F:49][C:50]1[N:55]=[CH:54][C:53]([C:56]2[CH:65]=[C:64]([C:66](O)=[O:67])[C:63]3[C:58](=[CH:59][CH:60]=[CH:61][CH:62]=3)[N:57]=2)=[CH:52][CH:51]=1. Product: [F:49][C:50]1[N:55]=[CH:54][C:53]([C:56]2[CH:65]=[C:64]([C:66]([NH:1][CH2:2][C@H:3]3[CH2:4][CH2:5][C@H:6]([CH2:9][NH:10][C:11](=[O:17])[O:12][C:13]([CH3:14])([CH3:16])[CH3:15])[CH2:7][CH2:8]3)=[O:67])[C:63]3[C:58](=[CH:59][CH:60]=[CH:61][CH:62]=3)[N:57]=2)=[CH:52][CH:51]=1. The catalyst class is: 18. (5) Reactant: [I:1][C:2]1[CH:3]=[C:4]([CH:8]=[CH:9][C:10]=1[CH3:11])[C:5]([OH:7])=O.CN(C(ON1N=NC2[CH:23]=[CH:24][CH:25]=[N:26]C1=2)=[N+](C)C)C.F[P-](F)(F)(F)(F)F.C1C=CC2N(O)N=NC=2C=1.C1(N)CC1.CCN(C(C)C)C(C)C. Product: [CH:25]1([NH:26][C:5](=[O:7])[C:4]2[CH:8]=[CH:9][C:10]([CH3:11])=[C:2]([I:1])[CH:3]=2)[CH2:23][CH2:24]1. The catalyst class is: 3.